This data is from Catalyst prediction with 721,799 reactions and 888 catalyst types from USPTO. The task is: Predict which catalyst facilitates the given reaction. (1) Reactant: CS(O)(=O)=O.[NH2:6][CH2:7][C:8]1[CH:9]=[C:10]2[C:14](=[CH:15][CH:16]=1)[C:13](=[O:17])[N:12]([CH:18]1[CH2:23][CH2:22][C:21](=[O:24])[NH:20][C:19]1=[O:25])[CH2:11]2.[C:26]([C:28]1[CH:33]=[CH:32][C:31]([N:34]=[C:35]=[O:36])=[CH:30][CH:29]=1)#[N:27].C(N(CC)CC)C.Cl. Product: [C:26]([C:28]1[CH:29]=[CH:30][C:31]([NH:34][C:35]([NH:6][CH2:7][C:8]2[CH:9]=[C:10]3[C:14](=[CH:15][CH:16]=2)[C:13](=[O:17])[N:12]([CH:18]2[CH2:23][CH2:22][C:21](=[O:24])[NH:20][C:19]2=[O:25])[CH2:11]3)=[O:36])=[CH:32][CH:33]=1)#[N:27]. The catalyst class is: 10. (2) Reactant: C(N(CC)CC)C.[C:8](Cl)(=[O:10])[CH3:9].[CH3:12][CH2:13][O:14][C:15]([CH:17]1[CH2:22][N:21]([C:23]([O:25][C:26]([CH3:29])([CH3:28])[CH3:27])=[O:24])[C:20]2[CH:30]=[C:31]([Cl:35])[C:32]([NH2:34])=[CH:33][C:19]=2[O:18]1)=[O:16]. Product: [CH3:12][CH2:13][O:14][C:15]([CH:17]1[CH2:22][N:21]([C:23]([O:25][C:26]([CH3:29])([CH3:27])[CH3:28])=[O:24])[C:20]2[CH:30]=[C:31]([Cl:35])[C:32]([NH:34][C:8](=[O:10])[CH3:9])=[CH:33][C:19]=2[O:18]1)=[O:16]. The catalyst class is: 1.